This data is from Reaction yield outcomes from USPTO patents with 853,638 reactions. The task is: Predict the reaction yield, written as a fraction of the theoretical maximum amount of product (1.0 means a 100% yield; for example, 0.34 means a 34% yield). (1) The product is [C:3]12([CH2:2][NH:1][C:15]3[C:14]([Cl:13])=[CH:26][C:18]([C:19]([NH:21][S:22]([CH3:25])(=[O:24])=[O:23])=[O:20])=[C:17]([F:27])[CH:16]=3)[CH2:12][CH:7]3[CH2:6][CH:5]([CH2:11][CH:9]([CH2:8]3)[CH2:10]1)[CH2:4]2. The catalyst is CN(C)C=O.O1CCCC1. The yield is 0.0800. The reactants are [NH2:1][CH2:2][C:3]12[CH2:12][CH:7]3[CH2:8][CH:9]([CH2:11][CH:5]([CH2:6]3)[CH2:4]1)[CH2:10]2.[Cl:13][C:14]1[C:15](F)=[CH:16][C:17]([F:27])=[C:18]([CH:26]=1)[C:19]([NH:21][S:22]([CH3:25])(=[O:24])=[O:23])=[O:20].C(=O)([O-])[O-].[K+].[K+]. (2) The reactants are [Cl:1][C:2]1[CH:7]=[CH:6][C:5]([N:8]=[C:9]=[O:10])=[CH:4][CH:3]=1.[OH:11][CH2:12][CH2:13][CH:14]1[O:18][C:17]2=[N:19][C:20]([N+:22]([O-:24])=[O:23])=[CH:21][N:16]2[CH2:15]1.Cl. The catalyst is CN(C=O)C. The product is [Cl:1][C:2]1[CH:7]=[CH:6][C:5]([NH:8][C:9](=[O:10])[O:11][CH2:12][CH2:13][CH:14]2[O:18][C:17]3=[N:19][C:20]([N+:22]([O-:24])=[O:23])=[CH:21][N:16]3[CH2:15]2)=[CH:4][CH:3]=1. The yield is 0.450. (3) The reactants are FC1C=C2C(=CC=1F)N([S:12]([C:15]1[CH:20]=[CH:19][CH:18]=[CH:17][CH:16]=1)(=[O:14])=[O:13])C=C2I.[I:22][C:23]1[C:31]2[C:26](=[CH:27][C:28]([C:32]([F:35])([F:34])[F:33])=[CH:29][CH:30]=2)[NH:25][CH:24]=1. No catalyst specified. The product is [I:22][C:23]1[C:31]2[C:26](=[CH:27][C:28]([C:32]([F:33])([F:35])[F:34])=[CH:29][CH:30]=2)[N:25]([S:12]([C:15]2[CH:20]=[CH:19][CH:18]=[CH:17][CH:16]=2)(=[O:14])=[O:13])[CH:24]=1. The yield is 0.450. (4) The reactants are [C:1]([C:3]1([C:7]2[CH:8]=[C:9]([CH:13]=[CH:14][CH:15]=2)[C:10]([OH:12])=O)[CH2:6][CH2:5][CH2:4]1)#[N:2].C(Cl)(=O)C(Cl)=O.O1CCCC1.[NH2:27][C:28]1[CH:29]=[C:30]([CH:47]=[CH:48][CH:49]=1)[O:31][C:32]1[CH:33]=[CH:34][C:35]2[N:36]([CH:38]=[C:39]([NH:41][C:42]([CH:44]3[CH2:46][CH2:45]3)=[O:43])[N:40]=2)[N:37]=1. The catalyst is CN(C)C=O.CN1CCCC1=O. The product is [C:1]([C:3]1([C:7]2[CH:8]=[C:9]([CH:13]=[CH:14][CH:15]=2)[C:10]([NH:27][C:28]2[CH:49]=[CH:48][CH:47]=[C:30]([O:31][C:32]3[CH:33]=[CH:34][C:35]4[N:36]([CH:38]=[C:39]([NH:41][C:42]([CH:44]5[CH2:45][CH2:46]5)=[O:43])[N:40]=4)[N:37]=3)[CH:29]=2)=[O:12])[CH2:4][CH2:5][CH2:6]1)#[N:2]. The yield is 0.600. (5) The reactants are Br.[N+:2]([C:5]1[CH:10]=[CH:9][C:8]([CH2:11][C@@H:12]([C:14]2[N:15]=[C:16]([C:19]3[CH:24]=[CH:23][CH:22]=[CH:21][CH:20]=3)[S:17][CH:18]=2)[NH2:13])=[CH:7][CH:6]=1)([O-:4])=[O:3].C([O-])([O-])=O.[Ca+2].[C:30](Cl)(Cl)=[S:31]. The catalyst is C(Cl)(Cl)(Cl)Cl.O.C(Cl)Cl.O. The product is [N:13]([C@H:12]([C:14]1[N:15]=[C:16]([C:19]2[CH:20]=[CH:21][CH:22]=[CH:23][CH:24]=2)[S:17][CH:18]=1)[CH2:11][C:8]1[CH:7]=[CH:6][C:5]([N+:2]([O-:4])=[O:3])=[CH:10][CH:9]=1)=[C:30]=[S:31]. The yield is 0.930.